Dataset: Full USPTO retrosynthesis dataset with 1.9M reactions from patents (1976-2016). Task: Predict the reactants needed to synthesize the given product. (1) Given the product [CH3:24][N:25]1[CH2:31][CH2:30][CH2:29][N:28]([C:32]2[CH:38]=[CH:37][C:35]([NH:36][C:2]3[C:11]4=[N:12][NH:13][CH:14]=[C:10]4[C:9]4[CH:8]=[CH:7][CH:6]=[CH:5][C:4]=4[N:3]=3)=[CH:34][CH:33]=2)[CH2:27][CH2:26]1, predict the reactants needed to synthesize it. The reactants are: Cl[C:2]1[C:11]2=[N:12][N:13](CC3C=CC(OC)=CC=3)[CH:14]=[C:10]2[C:9]2[CH:8]=[CH:7][CH:6]=[CH:5][C:4]=2[N:3]=1.[CH3:24][N:25]1[CH2:31][CH2:30][CH2:29][N:28]([C:32]2[CH:38]=[CH:37][C:35]([NH2:36])=[CH:34][CH:33]=2)[CH2:27][CH2:26]1.Cl. (2) Given the product [NH2:21][C@H:11]([C:4]1[N:3]([C:29]2[CH:30]=[CH:31][CH:32]=[CH:33][CH:34]=2)[C:2](=[O:1])[C:7]2=[CH:8][CH:9]=[CH:10][N:6]2[N:5]=1)[CH2:12][CH2:13][O:14][C:15]1[CH:16]=[CH:17][CH:18]=[CH:19][CH:20]=1, predict the reactants needed to synthesize it. The reactants are: [O:1]=[C:2]1[C:7]2=[CH:8][CH:9]=[CH:10][N:6]2[N:5]=[C:4]([C@@H:11]([NH:21]C(=O)OC(C)(C)C)[CH2:12][CH2:13][O:14][C:15]2[CH:20]=[CH:19][CH:18]=[CH:17][CH:16]=2)[N:3]1[C:29]1[CH:34]=[CH:33][CH:32]=[CH:31][CH:30]=1.Cl.O1CCOCC1. (3) The reactants are: C([N:8]1[CH2:12][CH2:11][C@@H:10]([N:13]2[CH2:21][C:20]3[C:15](=[CH:16][CH:17]=[C:18]([C:22]4[CH:31]=[CH:30][C:25]([C:26]([O:28][CH3:29])=[O:27])=[CH:24][CH:23]=4)[CH:19]=3)[C:14]2=[O:32])[CH2:9]1)C1C=CC=CC=1. Given the product [O:32]=[C:14]1[C:15]2[C:20](=[CH:19][C:18]([C:22]3[CH:23]=[CH:24][C:25]([C:26]([O:28][CH3:29])=[O:27])=[CH:30][CH:31]=3)=[CH:17][CH:16]=2)[CH2:21][N:13]1[C@@H:10]1[CH2:11][CH2:12][NH:8][CH2:9]1, predict the reactants needed to synthesize it. (4) Given the product [NH2:15][C:16]1[CH:17]=[C:18]([CH:19]=[CH:20][CH:21]=1)[O:22][C:2]1[CH:3]=[CH:4][C:5]2[N:6]([CH:8]=[C:9]([NH:11][C:12](=[O:14])[CH3:13])[N:10]=2)[N:7]=1, predict the reactants needed to synthesize it. The reactants are: I[C:2]1[CH:3]=[CH:4][C:5]2[N:6]([CH:8]=[C:9]([NH:11][C:12](=[O:14])[CH3:13])[N:10]=2)[N:7]=1.[NH2:15][C:16]1[CH:17]=[C:18]([OH:22])[CH:19]=[CH:20][CH:21]=1.C(=O)([O-])[O-].[K+].[K+].CN(C)C=O. (5) Given the product [S:1]1[CH:5]=[CH:4][N:3]=[C:2]1[NH:6][S:7]([C:10]1[C:19]2[C:14](=[CH:15][CH:16]=[CH:17][CH:18]=2)[C:13]([NH2:20])=[CH:12][CH:11]=1)(=[O:9])=[O:8], predict the reactants needed to synthesize it. The reactants are: [S:1]1[CH:5]=[CH:4][N:3]=[C:2]1[NH:6][S:7]([C:10]1[C:19]2[C:14](=[CH:15][CH:16]=[CH:17][CH:18]=2)[C:13]([NH:20]C(=O)C)=[CH:12][CH:11]=1)(=[O:9])=[O:8]. (6) Given the product [CH3:1][O:2][C:3]1[C:12]2[C:7](=[CH:8][CH:9]=[CH:10][CH:11]=2)[N:6]([CH3:13])[C:5](=[O:14])[C:4]=1[C:19]1[S:23][C:22]([N:24]([CH3:35])[CH:25]2[CH2:30][C:29]([CH3:31])([CH3:32])[NH:28][C:27]([CH3:34])([CH3:33])[CH2:26]2)=[N:21][N:20]=1, predict the reactants needed to synthesize it. The reactants are: [CH3:1][O:2][C:3]1[C:12]2[C:7](=[CH:8][CH:9]=[CH:10][CH:11]=2)[N:6]([CH3:13])[C:5](=[O:14])[C:4]=1B(O)O.Br[C:19]1[S:23][C:22]([N:24]([CH3:35])[CH:25]2[CH2:30][C:29]([CH3:32])([CH3:31])[NH:28][C:27]([CH3:34])([CH3:33])[CH2:26]2)=[N:21][N:20]=1.C([O-])([O-])=O.[Na+].[Na+]. (7) Given the product [Cl:1][C:2]1[C:7]([O:8][CH3:9])=[C:6]([O:10][CH3:11])[CH:5]=[C:4]2[C:3]=1[CH2:12][CH2:13][C:14]2=[O:16], predict the reactants needed to synthesize it. The reactants are: [Cl:1][C:2]1[C:7]([O:8][CH3:9])=[C:6]([O:10][CH3:11])[CH:5]=[CH:4][C:3]=1[CH2:12][CH2:13][C:14]([OH:16])=O.CS(O)(=O)=O.